Dataset: Reaction yield outcomes from USPTO patents with 853,638 reactions. Task: Predict the reaction yield, written as a fraction of the theoretical maximum amount of product (1.0 means a 100% yield; for example, 0.34 means a 34% yield). (1) The reactants are [F:1][CH:2]([F:39])[C:3]1[N:7]([C:8]2[N:13]=[C:12]([N:14]3[CH2:19][CH2:18][O:17][CH2:16][CH2:15]3)[N:11]=[C:10]([N:20]([CH:27]3[CH2:32][CH2:31][NH:30][CH2:29][CH2:28]3)[CH2:21][CH2:22][CH2:23][N:24]([CH3:26])[CH3:25])[N:9]=2)[C:6]2[CH:33]=[CH:34][CH:35]=[C:36]([O:37][CH3:38])[C:5]=2[N:4]=1.[Cl:40][CH2:41][S:42](Cl)(=[O:44])=[O:43].C([O-])([O-])=O.[K+].[K+].Cl. The catalyst is C(Cl)Cl.CO. The product is [ClH:40].[Cl:40][CH2:41][S:42]([N:30]1[CH2:31][CH2:32][CH:27]([N:20]([C:10]2[N:9]=[C:8]([N:7]3[C:6]4[CH:33]=[CH:34][CH:35]=[C:36]([O:37][CH3:38])[C:5]=4[N:4]=[C:3]3[CH:2]([F:1])[F:39])[N:13]=[C:12]([N:14]3[CH2:15][CH2:16][O:17][CH2:18][CH2:19]3)[N:11]=2)[CH2:21][CH2:22][CH2:23][N:24]([CH3:25])[CH3:26])[CH2:28][CH2:29]1)(=[O:44])=[O:43]. The yield is 0.440. (2) The reactants are [O:1]=[C:2]([CH2:8][C:9]([O:11][CH3:12])=[O:10])[CH2:3][C:4]([O:6][CH3:7])=[O:5].[BH4-].[Na+]. The catalyst is CO. The product is [OH:1][CH:2]([CH2:3][C:4]([O:6][CH3:7])=[O:5])[CH2:8][C:9]([O:11][CH3:12])=[O:10]. The yield is 0.440. (3) The reactants are [CH3:1][C:2]1[N:29]=[C:5]2[NH:6][C:7](=[O:28])[C:8]([CH2:13][C:14]3[CH:19]=[CH:18][C:17]([C:20]4[C:21]([C:26]#[N:27])=[CH:22][CH:23]=[CH:24][CH:25]=4)=[CH:16][CH:15]=3)=[C:9]([CH2:10][CH2:11][CH3:12])[N:4]2[N:3]=1.I[CH2:31][C:32]([CH3:35])([CH3:34])[CH3:33].[C:36](=[O:39])([O-])[O-:37].[Cs+].[Cs+].[Cl-].O[NH3+:44].C(=O)([O-])O.[Na+]. The catalyst is C(OCC)(=O)C.CS(C)=O.CN(C)C(=O)C. The product is [CH3:31][C:32]([CH3:35])([CH3:34])[CH2:33][N:6]1[C:7](=[O:28])[C:8]([CH2:13][C:14]2[CH:19]=[CH:18][C:17]([C:20]3[CH:25]=[CH:24][CH:23]=[CH:22][C:21]=3[C:26]3[NH:44][C:36](=[O:39])[O:37][N:27]=3)=[CH:16][CH:15]=2)=[C:9]([CH2:10][CH2:11][CH3:12])[N:4]2[N:3]=[C:2]([CH3:1])[N:29]=[C:5]12. The yield is 0.200. (4) The reactants are [CH:1]([C:4]1[CH:14]=[CH:13][CH:12]=[C:11]([CH:15]([CH3:17])[CH3:16])[C:5]=1[O:6][CH2:7][C:8]([O-])=[O:9])([CH3:3])[CH3:2].O.[NH2:19][NH2:20]. The catalyst is CCO. The product is [CH:1]([C:4]1[CH:14]=[CH:13][CH:12]=[C:11]([CH:15]([CH3:17])[CH3:16])[C:5]=1[O:6][CH2:7][C:8]([NH:19][NH2:20])=[O:9])([CH3:3])[CH3:2]. The yield is 0.620. (5) The reactants are [CH:1]1[C:6]([NH2:7])=[CH:5][CH:4]=[C:3]([S:8]([NH:11][C:12]2[S:16][CH:15]=[CH:14][N:13]=2)(=[O:10])=[O:9])[CH:2]=1.[C:17]1(=[O:23])O[C:20](=[O:21])[CH:19]=[CH:18]1. No catalyst specified. The product is [S:16]1[CH:15]=[CH:14][N:13]=[C:12]1[NH:11][S:8]([C:3]1[CH:4]=[CH:5][CH:6]=[CH:1][CH:2]=1)(=[O:10])=[O:9].[NH:7]1[C:20](=[O:21])[CH:19]=[CH:18][C:17]1=[O:23]. The yield is 0.300. (6) The reactants are C([Li])CCC.C(NC(C)C)(C)C.[Br:13][C:14]1[CH:22]=[CH:21][C:17]2[S:18][CH:19]=[CH:20][C:16]=2[CH:15]=1.[Cl:23]NC(=O)CCC(N)=O. The catalyst is C1COCC1.CCCCCC. The product is [Br:13][C:14]1[CH:22]=[CH:21][C:17]2[S:18][C:19]([Cl:23])=[CH:20][C:16]=2[CH:15]=1. The yield is 0.300.